Dataset: Full USPTO retrosynthesis dataset with 1.9M reactions from patents (1976-2016). Task: Predict the reactants needed to synthesize the given product. (1) Given the product [C:11]1([N:1]2[C:9]3[C:4](=[CH:5][CH:6]=[CH:7][CH:8]=3)[CH:3]=[CH:2]2)[CH:16]=[CH:15][CH:14]=[CH:13][CH:12]=1, predict the reactants needed to synthesize it. The reactants are: [NH:1]1[C:9]2[C:4](=[CH:5][CH:6]=[CH:7][CH:8]=2)[CH:3]=[CH:2]1.I[C:11]1[CH:16]=[CH:15][CH:14]=[CH:13][CH:12]=1. (2) The reactants are: Br[C:2]1[CH:7]=[CH:6][N:5]2[C:8](=[O:15])[N:9]([CH2:11][CH:12]([CH3:14])[CH3:13])[N:10]=[C:4]2[C:3]=1I.[F:17][C:18]1[CH:23]=[CH:22][C:21](B(O)O)=[CH:20][CH:19]=1.C([O-])([O-])=O.[K+].[K+]. Given the product [F:17][C:18]1[CH:23]=[CH:22][C:21]([C:2]2[CH:7]=[CH:6][N:5]3[C:8](=[O:15])[N:9]([CH2:11][CH:12]([CH3:14])[CH3:13])[N:10]=[C:4]3[C:3]=2[C:21]2[CH:22]=[CH:23][C:18]([F:17])=[CH:19][CH:20]=2)=[CH:20][CH:19]=1, predict the reactants needed to synthesize it. (3) Given the product [F:48][C:49]([F:54])([F:53])[C:50]([OH:52])=[O:51].[F:48][C:49]([F:54])([F:53])[C:50]([OH:52])=[O:51].[F:48][C:49]([F:54])([F:53])[C:50]([OH:52])=[O:51].[F:48][C:49]([F:54])([F:53])[C:50]([OH:52])=[O:51].[OH:27][C:25]1[CH:26]=[C:17]([C:14]2[CH:15]=[CH:16][C:11]([CH2:10][N:7]3[CH2:6][CH2:5][N:4]([CH:1]([CH3:3])[CH3:2])[CH2:9][CH2:8]3)=[CH:12][C:13]=2[CH2:45][O:46][CH3:47])[CH:18]=[C:19]2[C:24]=1[N:23]=[CH:22][NH:21][C:20]2=[O:44], predict the reactants needed to synthesize it. The reactants are: [CH:1]([N:4]1[CH2:9][CH2:8][N:7]([CH2:10][C:11]2[CH:16]=[CH:15][C:14]([C:17]3[CH:18]=[C:19]4[C:24](=[C:25]([O:27]COCC[Si](C)(C)C)[CH:26]=3)[N:23]=[CH:22][N:21](COCC[Si](C)(C)C)[C:20]4=[O:44])=[C:13]([CH2:45][O:46][CH3:47])[CH:12]=2)[CH2:6][CH2:5]1)([CH3:3])[CH3:2].[F:48][C:49]([F:54])([F:53])[C:50]([OH:52])=[O:51]. (4) Given the product [NH2:6][C:5]1[CH:7]=[CH:8][C:9]([O:11][CH2:12][CH2:13][CH2:14][CH3:15])=[CH:10][C:4]=1[SH:3], predict the reactants needed to synthesize it. The reactants are: NC1[S:3][C:4]2[CH:10]=[C:9]([O:11][CH2:12][CH2:13][CH2:14][CH3:15])[CH:8]=[CH:7][C:5]=2[N:6]=1.[OH-].[K+].